This data is from Full USPTO retrosynthesis dataset with 1.9M reactions from patents (1976-2016). The task is: Predict the reactants needed to synthesize the given product. (1) Given the product [C:10]([C:14]1[CH:21]=[C:20]([C:22]([CH3:25])([CH3:24])[CH3:23])[CH:19]=[C:16]([CH:17]=[N:9][C:4]2[CH:5]=[CH:6][CH:7]=[CH:8][C:3]=2[NH:2][CH3:1])[C:15]=1[OH:26])([CH3:13])([CH3:12])[CH3:11], predict the reactants needed to synthesize it. The reactants are: [CH3:1][NH:2][C:3]1[CH:8]=[CH:7][CH:6]=[CH:5][C:4]=1[NH2:9].[C:10]([C:14]1[C:15]([OH:26])=[C:16]([CH:19]=[C:20]([C:22]([CH3:25])([CH3:24])[CH3:23])[CH:21]=1)[CH:17]=O)([CH3:13])([CH3:12])[CH3:11]. (2) Given the product [F:3][C:4]1[CH:5]=[CH:6][C:7]([C:10]2[C:14]([CH2:15][O:16][C:19]3[CH:26]=[CH:25][C:22]([C:23]#[N:24])=[CH:21][N:20]=3)=[C:13]([CH3:17])[O:12][N:11]=2)=[CH:8][CH:9]=1, predict the reactants needed to synthesize it. The reactants are: [H-].[Na+].[F:3][C:4]1[CH:9]=[CH:8][C:7]([C:10]2[C:14]([CH2:15][OH:16])=[C:13]([CH3:17])[O:12][N:11]=2)=[CH:6][CH:5]=1.Cl[C:19]1[CH:26]=[CH:25][C:22]([C:23]#[N:24])=[CH:21][N:20]=1.C(O)(=O)CC(CC(O)=O)(C(O)=O)O. (3) Given the product [N+:11]([C:3]1[CH:4]=[C:5]([CH:9]=[CH:10][C:2]=1[NH:14][C:15]1[CH:20]=[CH:19][CH:18]=[CH:17][CH:16]=1)[C:6]([OH:8])=[O:7])([O-:13])=[O:12], predict the reactants needed to synthesize it. The reactants are: Cl[C:2]1[CH:10]=[CH:9][C:5]([C:6]([OH:8])=[O:7])=[CH:4][C:3]=1[N+:11]([O-:13])=[O:12].[NH2:14][C:15]1[CH:20]=[CH:19][CH:18]=[CH:17][CH:16]=1.CN1CCOCC1. (4) Given the product [N:32]1[C:8]2[C:7]3[CH:10]=[CH:11][CH:12]=[CH:13][C:6]=3[S:5][CH2:4][CH2:3][C:2]=2[S:31][C:30]=1[NH:29][CH2:28][CH:25]1[CH2:26][CH2:27][CH:22]([CH2:21][NH:20][S:17]([N:16]([CH3:33])[CH3:15])(=[O:19])=[O:18])[CH2:23][CH2:24]1, predict the reactants needed to synthesize it. The reactants are: Br[CH:2]1[C:8](=O)[C:7]2[CH:10]=[C:11](F)[CH:12]=[CH:13][C:6]=2[S:5][CH2:4][CH2:3]1.[CH3:15][N:16]([CH3:33])[S:17]([NH:20][CH2:21][CH:22]1[CH2:27][CH2:26][CH:25]([CH2:28][NH:29][C:30]([NH2:32])=[S:31])[CH2:24][CH2:23]1)(=[O:19])=[O:18]. (5) The reactants are: Br[C:2]1[CH:3]=[C:4]2[C:9](=[CH:10][CH:11]=1)[N:8]=[C:7]([C:12]1[CH:13]=[N:14][CH:15]=[CH:16][CH:17]=1)[N:6]=[C:5]2[NH:18][C:19]1[CH:24]=[CH:23][C:22]([F:25])=[C:21]([Cl:26])[CH:20]=1.[N:27]1([CH2:32][CH2:33][CH2:34][NH2:35])[CH2:31][CH2:30][CH2:29][CH2:28]1.N1CCC[C@H]1C(O)=O.C(=O)([O-])[O-].[K+].[K+]. Given the product [Cl:26][C:21]1[CH:20]=[C:19]([NH:18][C:5]2[C:4]3[C:9](=[CH:10][CH:11]=[C:2]([NH:35][CH2:34][CH2:33][CH2:32][N:27]4[CH2:31][CH2:30][CH2:29][CH2:28]4)[CH:3]=3)[N:8]=[C:7]([C:12]3[CH:13]=[N:14][CH:15]=[CH:16][CH:17]=3)[N:6]=2)[CH:24]=[CH:23][C:22]=1[F:25], predict the reactants needed to synthesize it. (6) Given the product [CH3:1][C:2]1[N:6]2[C:7]3[CH:14]=[C:13]([C:15]4[CH:16]=[CH:17][CH:18]=[CH:19][CH:20]=4)[C:12]([C:21]4[CH:22]=[CH:23][C:24]([C:27]5([NH2:31])[CH2:30][CH2:29][CH2:28]5)=[CH:25][CH:26]=4)=[N:11][C:8]=3[O:9][CH2:10][C:5]2=[N:4][N:3]=1, predict the reactants needed to synthesize it. The reactants are: [CH3:1][C:2]1[N:6]2[C:7]3[CH:14]=[C:13]([C:15]4[CH:20]=[CH:19][CH:18]=[CH:17][CH:16]=4)[C:12]([C:21]4[CH:26]=[CH:25][C:24]([C:27]5([NH:31]C(=O)OC(C)(C)C)[CH2:30][CH2:29][CH2:28]5)=[CH:23][CH:22]=4)=[N:11][C:8]=3[O:9][CH2:10][C:5]2=[N:4][N:3]=1.